From a dataset of Forward reaction prediction with 1.9M reactions from USPTO patents (1976-2016). Predict the product of the given reaction. (1) The product is: [I:1][C:2]1[CH:9]=[CH:8][C:5]([C:6]2[CH:18]=[CH:17][NH:30][CH:29]=2)=[CH:4][CH:3]=1. Given the reactants [I:1][C:2]1[CH:9]=[CH:8][C:5]([CH:6]=O)=[CH:4][CH:3]=1.C(O[CH2:17][CH3:18])(=O)CC([O-])=O.S([CH2:29][N+:30]#[C-])(C1C=CC(C)=CC=1)(=O)=O, predict the reaction product. (2) Given the reactants [CH3:1][C:2]1[CH:3]=[C:4]([CH:11]([OH:13])[CH3:12])[CH:5]=[CH:6][C:7]=1[N+:8]([O-:10])=[O:9].C(N(CC)CC)C.[CH3:21][S:22](Cl)(=[O:24])=[O:23], predict the reaction product. The product is: [CH3:21][S:22]([O:13][CH:11]([C:4]1[CH:5]=[CH:6][C:7]([N+:8]([O-:10])=[O:9])=[C:2]([CH3:1])[CH:3]=1)[CH3:12])(=[O:24])=[O:23]. (3) Given the reactants Cl[C:2]1[N:11]=[CH:10][C:9]2[N:8]([CH2:12][C@H:13]3[CH2:17][O:16]C(C)(C)[O:14]3)[C:7](=[O:20])[C:6]3([CH3:25])[CH2:21][O:22][CH2:23][CH2:24][N:5]3[C:4]=2[N:3]=1.[CH3:26][NH:27][C:28]([NH:30][C:31]1[CH:36]=[CH:35][C:34](B2OC(C)(C)C(C)(C)O2)=[CH:33][CH:32]=1)=[O:29].C(=O)([O-])[O-].[Na+].[Na+], predict the reaction product. The product is: [OH:14][C@H:13]([CH2:17][OH:16])[CH2:12][N:8]1[C:7](=[O:20])[C:6]2([CH3:25])[CH2:21][O:22][CH2:23][CH2:24][N:5]2[C:4]2[N:3]=[C:2]([C:34]3[CH:33]=[CH:32][C:31]([NH:30][C:28]([NH:27][CH3:26])=[O:29])=[CH:36][CH:35]=3)[N:11]=[CH:10][C:9]1=2.